This data is from Catalyst prediction with 721,799 reactions and 888 catalyst types from USPTO. The task is: Predict which catalyst facilitates the given reaction. Product: [N:1]1([C:19]([O:18][C:14]([CH3:17])([CH3:16])[CH3:15])=[O:20])[C:9]2[C:4](=[CH:5][CH:6]=[C:7]([C:10]([O:12][CH3:13])=[O:11])[CH:8]=2)[CH:3]=[CH:2]1. The catalyst class is: 277. Reactant: [NH:1]1[C:9]2[C:4](=[CH:5][CH:6]=[C:7]([C:10]([O:12][CH3:13])=[O:11])[CH:8]=2)[CH:3]=[CH:2]1.[C:14]([O:18][C:19](O[C:19]([O:18][C:14]([CH3:17])([CH3:16])[CH3:15])=[O:20])=[O:20])([CH3:17])([CH3:16])[CH3:15].